From a dataset of Catalyst prediction with 721,799 reactions and 888 catalyst types from USPTO. Predict which catalyst facilitates the given reaction. (1) Reactant: [CH3:1][C:2]1[CH:11]=[C:10](O)[C:9]2[C:4](=[CH:5][CH:6]=[CH:7][CH:8]=2)[C:3]=1[OH:13].[C:14]([O-:17])([O-])=O.[K+].[K+].[CH3:20]OS(OC)(=O)=O. Product: [CH3:20][O:13][C:3]1[C:4]2[C:9](=[CH:8][CH:7]=[CH:6][CH:5]=2)[C:10]([O:17][CH3:14])=[CH:11][C:2]=1[CH3:1]. The catalyst class is: 21. (2) Reactant: [C:1](Cl)(=[O:5])[CH:2]([CH3:4])[CH3:3].[NH2:7][C:8]1[CH:13]=[CH:12][C:11]([N:14]2[CH2:19][CH2:18][CH:17]([N:20]3[C:25]4[CH:26]=[CH:27][CH:28]=[CH:29][C:24]=4[CH2:23][O:22][C:21]3=[O:30])[CH2:16][CH2:15]2)=[C:10]([Cl:31])[CH:9]=1.C(N(CC)CC)C. Product: [Cl:31][C:10]1[CH:9]=[C:8]([NH:7][C:1](=[O:5])[CH:2]([CH3:4])[CH3:3])[CH:13]=[CH:12][C:11]=1[N:14]1[CH2:15][CH2:16][CH:17]([N:20]2[C:25]3[CH:26]=[CH:27][CH:28]=[CH:29][C:24]=3[CH2:23][O:22][C:21]2=[O:30])[CH2:18][CH2:19]1. The catalyst class is: 4. (3) Reactant: O[CH2:2][C:3]1[S:4][CH:5]=[C:6]([C:8]#[N:9])[CH:7]=1.C1(P(C2C=CC=CC=2)C2C=CC=CC=2)C=CC=CC=1.C(Br)(Br)(Br)[Br:30]. Product: [Br:30][CH2:2][C:3]1[S:4][CH:5]=[C:6]([C:8]#[N:9])[CH:7]=1. The catalyst class is: 4.